Dataset: Full USPTO retrosynthesis dataset with 1.9M reactions from patents (1976-2016). Task: Predict the reactants needed to synthesize the given product. Given the product [NH2:8][C:5]1[N:6]=[CH:7][C:2]([C:39]2[CH:38]=[CH:37][C:36]([C:34]([N:30]3[CH2:31][CH2:32][CH2:33][NH:27][CH2:28][CH2:29]3)=[O:35])=[CH:41][CH:40]=2)=[N:3][C:4]=1[C:9]1[S:10][C:11]([C:14]2[CH:19]=[CH:18][CH:17]=[CH:16][CH:15]=2)=[N:12][N:13]=1, predict the reactants needed to synthesize it. The reactants are: Br[C:2]1[N:3]=[C:4]([C:9]2[S:10][C:11]([C:14]3[CH:19]=[CH:18][CH:17]=[CH:16][CH:15]=3)=[N:12][N:13]=2)[C:5]([NH2:8])=[N:6][CH:7]=1.C(OC([N:27]1[CH2:33][CH2:32][CH2:31][N:30]([C:34]([C:36]2[CH:41]=[CH:40][C:39](B(O)O)=[CH:38][CH:37]=2)=[O:35])[CH2:29][CH2:28]1)=O)(C)(C)C.C([O-])([O-])=O.[Na+].[Na+].C1(P(C2C=CC=CC=2)C2C=CC=CC=2)C=CC=CC=1.